This data is from Full USPTO retrosynthesis dataset with 1.9M reactions from patents (1976-2016). The task is: Predict the reactants needed to synthesize the given product. (1) Given the product [OH:45][C@H:44]([CH2:43][OH:42])[CH2:46][CH2:47][NH:48][C:36]([CH:9]1[CH:8]([C:4]2[CH:5]=[CH:6][CH:7]=[C:2]([Cl:1])[C:3]=2[F:39])[C:12]([C:15]2[CH:20]=[CH:19][C:18]([Cl:21])=[CH:17][C:16]=2[F:22])([C:13]#[N:14])[CH:11]([CH2:23][C:24]([CH3:35])([CH3:34])[CH2:25][C:26]2[CH:31]=[CH:30][C:29]([O:32][CH3:33])=[CH:28][CH:27]=2)[NH:10]1)=[O:37], predict the reactants needed to synthesize it. The reactants are: [Cl:1][C:2]1[C:3]([F:39])=[C:4]([CH:8]2[C:12]([C:15]3[CH:20]=[CH:19][C:18]([Cl:21])=[CH:17][C:16]=3[F:22])([C:13]#[N:14])[CH:11]([CH2:23][C:24]([CH3:35])([CH3:34])[CH2:25][C:26]3[CH:31]=[CH:30][C:29]([O:32][CH3:33])=[CH:28][CH:27]=3)[NH:10][CH:9]2[C:36](O)=[O:37])[CH:5]=[CH:6][CH:7]=1.CC1(C)[O:45][C@@H:44]([CH2:46][CH2:47][NH2:48])[CH2:43][O:42]1.CN(C(ON1N=NC2C=CC=NC1=2)=[N+](C)C)C.F[P-](F)(F)(F)(F)F.CCN(C(C)C)C(C)C.Cl. (2) Given the product [N:16]1([C:14]([C@@H:11]([NH2:10])[CH2:12][CH3:13])=[O:15])[CH2:20][CH2:19][CH2:18][CH2:17]1, predict the reactants needed to synthesize it. The reactants are: C1(COC(=O)[NH:10][C@H:11]([C:14]([N:16]2[CH2:20][CH2:19][CH2:18][CH2:17]2)=[O:15])[CH2:12][CH3:13])C=CC=CC=1.CO. (3) Given the product [N:39]([CH2:2][CH2:3][CH2:4][Si:5]([CH3:38])([CH3:37])[CH2:6][CH2:7][C:8]1[C:20]2[CH2:19][N:18]3[C:13](=[CH:14][C:15]4[C@@:25]([O:28][C:29](=[O:31])[CH3:30])([CH2:26][CH3:27])[C:24](=[O:32])[O:23][CH2:22][C:16]=4[C:17]3=[O:21])[C:12]=2[N:11]=[C:10]2[CH:33]=[CH:34][CH:35]=[CH:36][C:9]=12)=[N+:40]=[N-:41], predict the reactants needed to synthesize it. The reactants are: Br[CH2:2][CH2:3][CH2:4][Si:5]([CH3:38])([CH3:37])[CH2:6][CH2:7][C:8]1[C:20]2[CH2:19][N:18]3[C:13](=[CH:14][C:15]4[C@@:25]([O:28][C:29](=[O:31])[CH3:30])([CH2:26][CH3:27])[C:24](=[O:32])[O:23][CH2:22][C:16]=4[C:17]3=[O:21])[C:12]=2[N:11]=[C:10]2[CH:33]=[CH:34][CH:35]=[CH:36][C:9]=12.[N-:39]=[N+:40]=[N-:41].[Na+]. (4) Given the product [F:1][C:2]([P:4](=[O:11])([O:5][CH2:6][CH3:7])[O:8][CH2:9][CH3:10])([F:3])[CH2:28][CH2:27][O:26][CH2:25][CH2:24][O:23][CH2:22][CH2:21][I:20], predict the reactants needed to synthesize it. The reactants are: [F:1][CH:2]([P:4](=[O:11])([O:8][CH2:9][CH3:10])[O:5][CH2:6][CH3:7])[F:3].[Li+].CC([N-]C(C)C)C.[I:20][CH2:21][CH2:22][O:23][CH2:24][CH2:25][O:26][CH2:27][CH2:28]I. (5) The reactants are: C([O:5][C:6]([C:8]1([CH3:34])[CH:12]([C:13]2[CH:18]=[CH:17][CH:16]=[C:15]([Cl:19])[CH:14]=2)[C:11]([C:22]2[CH:27]=[CH:26][C:25]([Cl:28])=[CH:24][CH:23]=2)([C:20]#[N:21])[CH:10]([CH2:29][C:30]([CH3:33])([CH3:32])[CH3:31])[NH:9]1)=[O:7])(C)(C)C.[F:35][C:36]([F:41])([F:40])[C:37]([OH:39])=[O:38]. Given the product [F:35][C:36]([F:41])([F:40])[C:37]([OH:39])=[O:38].[Cl:19][C:15]1[CH:14]=[C:13]([CH:12]2[C:11]([C:22]3[CH:27]=[CH:26][C:25]([Cl:28])=[CH:24][CH:23]=3)([C:20]#[N:21])[CH:10]([CH2:29][C:30]([CH3:31])([CH3:32])[CH3:33])[NH:9][C:8]2([CH3:34])[C:6]([OH:7])=[O:5])[CH:18]=[CH:17][CH:16]=1, predict the reactants needed to synthesize it.